Regression. Given two drug SMILES strings and cell line genomic features, predict the synergy score measuring deviation from expected non-interaction effect. From a dataset of NCI-60 drug combinations with 297,098 pairs across 59 cell lines. (1) Drug 1: CC1C(C(=O)NC(C(=O)N2CCCC2C(=O)N(CC(=O)N(C(C(=O)O1)C(C)C)C)C)C(C)C)NC(=O)C3=C4C(=C(C=C3)C)OC5=C(C(=O)C(=C(C5=N4)C(=O)NC6C(OC(=O)C(N(C(=O)CN(C(=O)C7CCCN7C(=O)C(NC6=O)C(C)C)C)C)C(C)C)C)N)C. Cell line: HCT-15. Synergy scores: CSS=4.37, Synergy_ZIP=-4.09, Synergy_Bliss=-0.719, Synergy_Loewe=-10.5, Synergy_HSA=-2.96. Drug 2: CC1CCC2CC(C(=CC=CC=CC(CC(C(=O)C(C(C(=CC(C(=O)CC(OC(=O)C3CCCCN3C(=O)C(=O)C1(O2)O)C(C)CC4CCC(C(C4)OC)O)C)C)O)OC)C)C)C)OC. (2) Drug 1: CC1=C(C=C(C=C1)NC2=NC=CC(=N2)N(C)C3=CC4=NN(C(=C4C=C3)C)C)S(=O)(=O)N.Cl. Drug 2: C(CCl)NC(=O)N(CCCl)N=O. Cell line: K-562. Synergy scores: CSS=21.6, Synergy_ZIP=-0.309, Synergy_Bliss=5.41, Synergy_Loewe=5.22, Synergy_HSA=5.24. (3) Drug 1: CC12CCC(CC1=CCC3C2CCC4(C3CC=C4C5=CN=CC=C5)C)O. Drug 2: C1CC(=O)NC(=O)C1N2CC3=C(C2=O)C=CC=C3N. Cell line: EKVX. Synergy scores: CSS=-1.14, Synergy_ZIP=-1.48, Synergy_Bliss=-4.29, Synergy_Loewe=-3.96, Synergy_HSA=-4.80. (4) Drug 1: CC1=CC=C(C=C1)C2=CC(=NN2C3=CC=C(C=C3)S(=O)(=O)N)C(F)(F)F. Drug 2: C1CC(C1)(C(=O)O)C(=O)O.[NH2-].[NH2-].[Pt+2]. Cell line: UACC62. Synergy scores: CSS=18.7, Synergy_ZIP=-4.70, Synergy_Bliss=0.558, Synergy_Loewe=-2.47, Synergy_HSA=0.0167. (5) Drug 1: COC1=NC(=NC2=C1N=CN2C3C(C(C(O3)CO)O)O)N. Drug 2: C1CN1C2=NC(=NC(=N2)N3CC3)N4CC4. Synergy scores: CSS=41.8, Synergy_ZIP=-10.3, Synergy_Bliss=-8.48, Synergy_Loewe=-19.3, Synergy_HSA=-1.45. Cell line: SK-MEL-5. (6) Drug 1: C1CN(P(=O)(OC1)NCCCl)CCCl. Drug 2: N.N.Cl[Pt+2]Cl. Cell line: U251. Synergy scores: CSS=49.3, Synergy_ZIP=3.64, Synergy_Bliss=3.37, Synergy_Loewe=-19.1, Synergy_HSA=4.43. (7) Drug 1: CCC1(CC2CC(C3=C(CCN(C2)C1)C4=CC=CC=C4N3)(C5=C(C=C6C(=C5)C78CCN9C7C(C=CC9)(C(C(C8N6C=O)(C(=O)OC)O)OC(=O)C)CC)OC)C(=O)OC)O.OS(=O)(=O)O. Drug 2: CC1=C(C(=CC=C1)Cl)NC(=O)C2=CN=C(S2)NC3=CC(=NC(=N3)C)N4CCN(CC4)CCO. Cell line: SW-620. Synergy scores: CSS=13.9, Synergy_ZIP=-0.908, Synergy_Bliss=2.67, Synergy_Loewe=1.86, Synergy_HSA=2.36. (8) Drug 1: C1C(C(OC1N2C=NC3=C(N=C(N=C32)Cl)N)CO)O. Drug 2: CC(C)(C#N)C1=CC(=CC(=C1)CN2C=NC=N2)C(C)(C)C#N. Cell line: U251. Synergy scores: CSS=19.2, Synergy_ZIP=-2.17, Synergy_Bliss=0.798, Synergy_Loewe=-5.70, Synergy_HSA=-2.08. (9) Drug 1: CC1=CC=C(C=C1)C2=CC(=NN2C3=CC=C(C=C3)S(=O)(=O)N)C(F)(F)F. Drug 2: C#CCC(CC1=CN=C2C(=N1)C(=NC(=N2)N)N)C3=CC=C(C=C3)C(=O)NC(CCC(=O)O)C(=O)O. Cell line: U251. Synergy scores: CSS=45.1, Synergy_ZIP=3.02, Synergy_Bliss=1.16, Synergy_Loewe=-13.9, Synergy_HSA=0.186.